Dataset: Catalyst prediction with 721,799 reactions and 888 catalyst types from USPTO. Task: Predict which catalyst facilitates the given reaction. (1) Product: [F:38][C:35]([F:36])([F:37])[C:33]1[CH:34]=[C:29]([CH:30]=[C:31]([C:39]([F:40])([F:41])[F:42])[CH:32]=1)[CH2:28][N:12]([CH2:11][C:10]1[CH:43]=[C:44]([C:47]([F:50])([F:49])[F:48])[CH:45]=[CH:46][C:9]=1[NH:8][CH2:1][CH3:2])[C:13]1[N:14]=[CH:15][C:16]([O:19][CH2:20][CH2:21][CH2:22][C:23]([O:25][CH2:26][CH3:27])=[O:24])=[CH:17][N:18]=1. Reactant: [CH2:1]([N:8](CC)[C:9]1[CH:46]=[CH:45][C:44]([C:47]([F:50])([F:49])[F:48])=[CH:43][C:10]=1[CH2:11][N:12]([CH2:28][C:29]1[CH:34]=[C:33]([C:35]([F:38])([F:37])[F:36])[CH:32]=[C:31]([C:39]([F:42])([F:41])[F:40])[CH:30]=1)[C:13]1[N:18]=[CH:17][C:16]([O:19][CH2:20][CH2:21][CH2:22][C:23]([O:25][CH2:26][CH3:27])=[O:24])=[CH:15][N:14]=1)[C:2]1C=CC=CC=1. The catalyst class is: 178. (2) Reactant: [OH:1][C:2]([C:4]([F:7])([F:6])[F:5])=[O:3].OC(C(F)(F)F)=O.C(OC([N:22]1[CH2:27][CH2:26][N:25]([C:28]2[C:36]3[C:31](=[N:32][CH:33]=[C:34]([Br:37])[CH:35]=3)[NH:30][C:29]=2[C:38]2[CH:43]=[CH:42][C:41]([O:44][CH3:45])=[CH:40][CH:39]=2)[CH2:24][CH2:23]1)=O)(C)(C)C.C(O)(C(F)(F)F)=O. Product: [F:5][C:4]([F:7])([F:6])[C:2]([OH:3])=[O:1].[Br:37][C:34]1[CH:35]=[C:36]2[C:28]([N:25]3[CH2:26][CH2:27][NH:22][CH2:23][CH2:24]3)=[C:29]([C:38]3[CH:39]=[CH:40][C:41]([O:44][CH3:45])=[CH:42][CH:43]=3)[NH:30][C:31]2=[N:32][CH:33]=1. The catalyst class is: 4.